Task: Predict the reaction yield, written as a fraction of the theoretical maximum amount of product (1.0 means a 100% yield; for example, 0.34 means a 34% yield).. Dataset: Reaction yield outcomes from USPTO patents with 853,638 reactions (1) The reactants are [N+:1]([C:4]1[CH:17]=[CH:16][C:7]([CH:8]=[C:9]2[S:13][C:12](=[O:14])[NH:11][C:10]2=[O:15])=[CH:6][CH:5]=1)([O-:3])=[O:2].[CH3:18]N(C)C=O.[H-].[Na+].IC. The product is [CH3:18][N:11]1[C:10](=[O:15])[C:9](=[CH:8][C:7]2[CH:16]=[CH:17][C:4]([N+:1]([O-:3])=[O:2])=[CH:5][CH:6]=2)[S:13][C:12]1=[O:14]. The yield is 0.950. The catalyst is O. (2) The reactants are C(OC(=O)[NH:7][C:8]1[CH:13]=[CH:12][C:11]([S:14][C:15]2[CH:20]=[CH:19][C:18]([C:21](=[O:31])[NH:22][C@H:23]([C:25]3[CH:30]=[CH:29][CH:28]=[CH:27][CH:26]=3)[CH3:24])=[CH:17][C:16]=2[NH:32][C:33]2[C:34]3[CH:42]=[CH:41][C:40]([CH:43]([CH3:45])[CH3:44])=[N:39][C:35]=3[N:36]=[CH:37][N:38]=2)=[CH:10][CH:9]=1)(C)(C)C.FC(F)(F)C(O)=O.CCOC(C)=O.C([O-])([O-])=O.[K+].[K+]. The catalyst is ClCCl. The product is [NH2:7][C:8]1[CH:13]=[CH:12][C:11]([S:14][C:15]2[CH:20]=[CH:19][C:18]([C:21]([NH:22][C@H:23]([C:25]3[CH:26]=[CH:27][CH:28]=[CH:29][CH:30]=3)[CH3:24])=[O:31])=[CH:17][C:16]=2[NH:32][C:33]2[C:34]3[CH:42]=[CH:41][C:40]([CH:43]([CH3:45])[CH3:44])=[N:39][C:35]=3[N:36]=[CH:37][N:38]=2)=[CH:10][CH:9]=1. The yield is 0.850. (3) The reactants are [CH3:1][CH:2]([CH3:31])[CH2:3][CH:4]([C:22]1[CH:30]=[CH:29][C:25]([C:26]([OH:28])=O)=[CH:24][N:23]=1)[NH:5][C:6]1[CH:11]=[CH:10][C:9]([C:12]2[CH:17]=[CH:16][C:15]([C:18]([F:21])([F:20])[F:19])=[CH:14][CH:13]=2)=[CH:8][CH:7]=1.C(N1C=CN=C1)(N1C=CN=C1)=O.C(N(CC)C(C)C)(C)C.[NH2:53][C:54]1[NH:58][N:57]=[N:56][N:55]=1. The catalyst is CN(C)C=O. The product is [CH3:1][CH:2]([CH3:31])[CH2:3][CH:4]([C:22]1[CH:30]=[CH:29][C:25]([C:26]([NH:53][C:54]2[N:55]=[N:56][NH:57][N:58]=2)=[O:28])=[CH:24][N:23]=1)[NH:5][C:6]1[CH:11]=[CH:10][C:9]([C:12]2[CH:17]=[CH:16][C:15]([C:18]([F:19])([F:21])[F:20])=[CH:14][CH:13]=2)=[CH:8][CH:7]=1. The yield is 0.430.